From a dataset of hERG potassium channel inhibition data for cardiac toxicity prediction from Karim et al.. Regression/Classification. Given a drug SMILES string, predict its toxicity properties. Task type varies by dataset: regression for continuous values (e.g., LD50, hERG inhibition percentage) or binary classification for toxic/non-toxic outcomes (e.g., AMES mutagenicity, cardiotoxicity, hepatotoxicity). Dataset: herg_karim. (1) The drug is O=c1nc(NC2CC3CCC(C2)N3Cc2ccc3c(c2)OCO3)c2cc(Cl)ccc2n1CC(F)(F)F. The result is 1 (blocker). (2) The result is 1 (blocker). The molecule is CC[C@@H]1OC(=O)[C@H](C)[C@H](O[C@H]2C[C@@](C)(OC)C[C@H](C)O2)[C@H](C)[C@@H](O[C@@H]2O[C@H](C)C[C@H](N(C)CC)[C@H]2O)[C@]2(C)CC(C)=C(O2)[C@@H](C)[C@@H](O)[C@H]1C. (3) The result is 1 (blocker). The molecule is C[C@H]1Cc2c(nnn2-c2ncc(F)cn2)CN1C(=O)c1cccc(C(F)(F)F)c1F. (4) The result is 1 (blocker). The drug is N#Cc1c[nH]c(C(=O)Nc2ccc(C3CCN(Cc4ccccn4)CC3)cc2C2=CCCCC2)n1. (5) The molecule is O=C1C(c2cc(C(F)(F)F)cc(C(F)(F)F)c2)CCN1[C@]1(c2ccccc2)CC[C@@H](N2CCC3(CCOC3)CC2)CC1. The result is 1 (blocker). (6) The molecule is COC(=O)C1(CNC(=O)c2cc(Cl)cc(Cl)c2)CCN(Cc2ccccc2OC)CC1. The result is 1 (blocker). (7) The drug is CCN(CC(=O)NC1CC1)C(=O)c1ccc2c(c1)c1c(n2C)CCC(C2CCOCC2)C1. The result is 0 (non-blocker). (8) The compound is CS(=O)(=O)N1CCC(n2cc(-c3cnc(N)c(-c4nc5ccccc5o4)c3)cn2)CC1. The result is 0 (non-blocker). (9) The result is 0 (non-blocker). The molecule is Cc1cccnc1CN1CCC2(CC1)C(=O)N(c1ccc(-c3ccc(N4CCOCC4)cc3)cc1)C(=O)N2c1cc(=O)[nH]cn1.